Dataset: Forward reaction prediction with 1.9M reactions from USPTO patents (1976-2016). Task: Predict the product of the given reaction. (1) Given the reactants [CH3:1][O:2][C:3]1[CH:4]=[C:5]2[C:10](=[CH:11][CH:12]=1)[CH:9]=[C:8]([C@H:13]([CH3:17])[C:14]([OH:16])=[O:15])[CH:7]=[CH:6]2.[OH:18][CH2:19][CH2:20][N:21]([CH2:32][CH2:33]O)[S:22]([C:25]1[CH:30]=[CH:29][C:28]([CH3:31])=[CH:27][CH:26]=1)(=[O:24])=[O:23].Cl.CN(C)CCCN=C=NCC, predict the reaction product. The product is: [CH3:1][O:2][C:3]1[CH:4]=[C:5]2[C:10](=[CH:11][CH:12]=1)[CH:9]=[C:8]([C@H:13]([CH3:17])[C:14]([O:16][CH2:33][CH2:32][N:21]([CH2:20][CH2:19][OH:18])[S:22]([C:25]1[CH:30]=[CH:29][C:28]([CH3:31])=[CH:27][CH:26]=1)(=[O:24])=[O:23])=[O:15])[CH:7]=[CH:6]2. (2) The product is: [Cl:1][C:2]1[CH:3]=[C:4]2[C:8](=[CH:9][CH:10]=1)[NH:7][CH:6]=[C:5]2[CH2:11][N:12]1[C:20]([C:21]2[N:25]([CH3:26])[CH:24]=[C:23]([C:27]([NH:41][CH2:40][CH2:39][N:38]([CH3:42])[CH3:37])=[O:28])[CH:22]=2)=[C:19]2[C:14]([N:15]([CH2:33][CH:34]3[CH2:36][CH2:35]3)[C:16](=[O:32])[N:17]([CH3:31])[C:18]2=[O:30])=[N:13]1. Given the reactants [Cl:1][C:2]1[CH:3]=[C:4]2[C:8](=[CH:9][CH:10]=1)[NH:7][CH:6]=[C:5]2[CH2:11][N:12]1[C:20]([C:21]2[N:25]([CH3:26])[CH:24]=[C:23]([C:27](O)=[O:28])[CH:22]=2)=[C:19]2[C:14]([N:15]([CH2:33][CH:34]3[CH2:36][CH2:35]3)[C:16](=[O:32])[N:17]([CH3:31])[C:18]2=[O:30])=[N:13]1.[CH3:37][N:38]([CH3:42])[CH2:39][CH2:40][NH2:41].C(P(=O)(OCC)OCC)#N, predict the reaction product. (3) Given the reactants C1COCC1.[Cl:6][C:7]1[NH:8][C:9]2[CH:15]=[CH:14][CH:13]=[CH:12][C:10]=2[N:11]=1.[O:16]1[CH:21]=[CH:20][CH2:19][CH2:18][CH2:17]1.C[O-].[Na+], predict the reaction product. The product is: [Cl:6][C:7]1[N:11]([CH:17]2[CH2:18][CH2:19][CH2:20][CH2:21][O:16]2)[C:10]2[CH:12]=[CH:13][CH:14]=[CH:15][C:9]=2[N:8]=1. (4) Given the reactants [CH3:1][C:2]1[CH:7]=[CH:6][C:5]([C:8]2[CH:13]=[CH:12][N:11]=[CH:10][CH:9]=2)=[CH:4][CH:3]=1.[NH2-:14].[Na+], predict the reaction product. The product is: [NH2:14][C:10]1[CH:9]=[C:8]([C:5]2[CH:4]=[CH:3][C:2]([CH3:1])=[CH:7][CH:6]=2)[CH:13]=[CH:12][N:11]=1. (5) The product is: [Br:35][C:32]1[N:33]=[CH:34][C:29]2[NH:28][C:27]3[N:36]=[CH:37][C:24]([C:10]4[CH:11]=[CH:12][C:13]([CH2:16][N:17]5[CH2:18][CH2:19][O:20][CH2:21][CH2:22]5)=[CH:14][CH:15]=4)=[CH:25][C:26]=3[C:30]=2[CH:31]=1. Given the reactants B1([C:10]2[CH:15]=[CH:14][C:13]([CH2:16][N:17]3[CH2:22][CH2:21][O:20][CH2:19][CH2:18]3)=[CH:12][CH:11]=2)OC(C)(C)C(C)(C)O1.I[C:24]1[CH:37]=[N:36][C:27]2[NH:28][C:29]3[CH:34]=[N:33][C:32]([Br:35])=[CH:31][C:30]=3[C:26]=2[CH:25]=1, predict the reaction product. (6) Given the reactants Br[C:2]1[S:3][C:4]([C:7]([NH:9][CH2:10][C:11]2[C:20](=[O:21])[C:19]3[C:14](=[CH:15][C:16]([Cl:22])=[CH:17][CH:18]=3)[N:13]([C:23]3[CH:28]=[CH:27][CH:26]=[CH:25][CH:24]=3)[CH:12]=2)=[O:8])=[CH:5][N:6]=1.[CH3:29][N:30]1[CH2:35][CH2:34][NH:33][CH2:32][CH2:31]1, predict the reaction product. The product is: [Cl:22][C:16]1[CH:15]=[C:14]2[C:19]([C:20](=[O:21])[C:11]([CH2:10][NH:9][C:7]([C:4]3[S:3][C:2]([N:33]4[CH2:34][CH2:35][N:30]([CH3:29])[CH2:31][CH2:32]4)=[N:6][CH:5]=3)=[O:8])=[CH:12][N:13]2[C:23]2[CH:28]=[CH:27][CH:26]=[CH:25][CH:24]=2)=[CH:18][CH:17]=1. (7) The product is: [ClH:43].[ClH:43].[CH2:17]([N:14]1[CH2:15][CH2:16][C:11]([S:19]([C:22]2[CH:27]=[CH:26][C:25]([C:28]3[CH:33]=[N:32][C:31]([CH2:34][CH2:35][C:36]([F:42])([F:41])[C:37]([F:40])([F:39])[F:38])=[CH:30][N:29]=3)=[CH:24][CH:23]=2)(=[O:21])=[O:20])([C:9]([NH:8][OH:7])=[O:10])[CH2:12][CH2:13]1)[CH3:18]. Given the reactants O1CCCCC1[O:7][NH:8][C:9]([C:11]1([S:19]([C:22]2[CH:27]=[CH:26][C:25]([C:28]3[CH:33]=[N:32][C:31]([CH2:34][CH2:35][C:36]([F:42])([F:41])[C:37]([F:40])([F:39])[F:38])=[CH:30][N:29]=3)=[CH:24][CH:23]=2)(=[O:21])=[O:20])[CH2:16][CH2:15][N:14]([CH2:17][CH3:18])[CH2:13][CH2:12]1)=[O:10].[ClH:43].O1CCCCC1ONC(C1(S(C2C=CC(C3C=CC(CCC(F)(F)C(F)(F)F)=CC=3)=CC=2)(=O)=O)CCN(C2CC2)CC1)=O, predict the reaction product. (8) The product is: [NH2:34][C:22]1([C:7]2[C:12]([OH:13])=[CH:11][CH:10]=[CH:9][N:8]=2)[C:23]2[CH:28]=[C:27]([Cl:29])[N:26]=[CH:25][C:24]=2[O:30][C:31]2[C:21]1=[CH:20][C:19]([Br:18])=[CH:33][CH:32]=2. Given the reactants C([Li])CCC.Br[C:7]1[C:12]([O:13]COCC)=[CH:11][CH:10]=[CH:9][N:8]=1.[Br:18][C:19]1[CH:20]=[C:21]2[C:31](=[CH:32][CH:33]=1)[O:30][C:24]1[CH:25]=[N:26][C:27]([Cl:29])=[CH:28][C:23]=1[C:22]2=[N:34]S(C(C)(C)C)=O, predict the reaction product. (9) Given the reactants [CH3:1][O:2][C:3]([C:5]1[CH:14]=[C:13]([O:15][CH2:16][C:17]([O:19]CC2C=CC=CC=2)=[O:18])[C:12]2[C:7](=[CH:8][C:9]([CH3:27])=[CH:10][CH:11]=2)[N:6]=1)=[O:4], predict the reaction product. The product is: [CH3:1][O:2][C:3]([C:5]1[CH:14]=[C:13]([O:15][CH2:16][C:17]([OH:19])=[O:18])[C:12]2[C:7](=[CH:8][C:9]([CH3:27])=[CH:10][CH:11]=2)[N:6]=1)=[O:4]. (10) Given the reactants [N:1]1([C:5]2[C:10]3=[C:11]([C:15]4[CH:16]=[N:17][N:18]([CH3:20])[CH:19]=4)[N:12]=[C:13]([CH3:14])[N:9]3[N:8]=[CH:7][N:6]=2)[CH2:4][CH2:3][CH2:2]1.Br[C:22]1[CH:27]=[CH:26][C:25]([C:28]([F:31])([F:30])[F:29])=[CH:24][N:23]=1.C(=O)([O-])[O-].[K+].[K+], predict the reaction product. The product is: [N:1]1([C:5]2[C:10]3=[C:11]([C:15]4[CH:16]=[N:17][N:18]([CH3:20])[C:19]=4[C:22]4[CH:27]=[CH:26][C:25]([C:28]([F:31])([F:30])[F:29])=[CH:24][N:23]=4)[N:12]=[C:13]([CH3:14])[N:9]3[N:8]=[CH:7][N:6]=2)[CH2:4][CH2:3][CH2:2]1.